Dataset: Reaction yield outcomes from USPTO patents with 853,638 reactions. Task: Predict the reaction yield, written as a fraction of the theoretical maximum amount of product (1.0 means a 100% yield; for example, 0.34 means a 34% yield). The reactants are [CH:1]1([CH2:4][N:5]2[CH2:10][CH2:9][N:8]([CH2:11][C:12]3[CH:17]=[CH:16][C:15]([N+:18]([O-])=O)=[CH:14][C:13]=3[C:21]([F:24])([F:23])[F:22])[CH2:7][CH2:6]2)[CH2:3][CH2:2]1.[NH4+].[Cl-]. The catalyst is CCO.O.[Fe]. The product is [CH:1]1([CH2:4][N:5]2[CH2:10][CH2:9][N:8]([CH2:11][C:12]3[CH:17]=[CH:16][C:15]([NH2:18])=[CH:14][C:13]=3[C:21]([F:23])([F:24])[F:22])[CH2:7][CH2:6]2)[CH2:3][CH2:2]1. The yield is 0.940.